Dataset: Full USPTO retrosynthesis dataset with 1.9M reactions from patents (1976-2016). Task: Predict the reactants needed to synthesize the given product. (1) Given the product [OH:15][CH:12]1[CH2:13][CH2:14][CH:9]([NH:8][C:16](=[O:17])[O:18][C:19]([CH3:22])([CH3:21])[CH3:20])[CH2:10][CH2:11]1, predict the reactants needed to synthesize it. The reactants are: [OH-].[Na+].C(O)(C)(C)C.[NH2:8][C@H:9]1[CH2:14][CH2:13][C@H:12]([OH:15])[CH2:11][CH2:10]1.[C:16](O[C:16]([O:18][C:19]([CH3:22])([CH3:21])[CH3:20])=[O:17])([O:18][C:19]([CH3:22])([CH3:21])[CH3:20])=[O:17]. (2) The reactants are: [CH2:1]([C:3]1[CH:4]=[C:5]([CH:9]=[C:10]([CH3:12])[N:11]=1)[C:6](O)=[O:7])[CH3:2].[NH2:13][NH2:14].[N:15]1[CH:20]=[CH:19][CH:18]=[CH:17]C=1.F[C:22](F)(F)S(OS(C(F)(F)F)(=O)=O)(=O)=O.[CH2:36]1[CH2:40]O[CH2:38][CH2:37]1. Given the product [CH2:37]([C:36]1[CH:40]=[C:18]([C:17]2[O:7][C:6]([C:5]3[CH:9]=[C:10]([CH3:12])[N:11]=[C:3]([CH2:1][CH3:2])[CH:4]=3)=[N:14][N:13]=2)[CH:19]=[C:20]([CH3:22])[N:15]=1)[CH3:38], predict the reactants needed to synthesize it. (3) Given the product [C:32]1([S:38]([OH:41])(=[O:40])=[O:39])[CH:37]=[CH:36][CH:35]=[CH:34][CH:33]=1.[C:1]([C:5]1[N:10]=[C:9]([C:11]([CH3:13])([CH3:12])[CH3:14])[CH:8]=[C:7]([N:15]2[CH2:16][CH2:17][N:18]([CH2:21][CH2:22][CH2:23][S:24][C:25]3[N:29]([CH3:30])[C:28]([CH3:31])=[N:27][N:26]=3)[CH2:19][CH2:20]2)[N:6]=1)([CH3:2])([CH3:3])[CH3:4], predict the reactants needed to synthesize it. The reactants are: [C:1]([C:5]1[N:10]=[C:9]([C:11]([CH3:14])([CH3:13])[CH3:12])[CH:8]=[C:7]([N:15]2[CH2:20][CH2:19][N:18]([CH2:21][CH2:22][CH2:23][S:24][C:25]3[N:29]([CH3:30])[C:28]([CH3:31])=[N:27][N:26]=3)[CH2:17][CH2:16]2)[N:6]=1)([CH3:4])([CH3:3])[CH3:2].[C:32]1([S:38]([OH:41])(=[O:40])=[O:39])[CH:37]=[CH:36][CH:35]=[CH:34][CH:33]=1.CCCCCCC. (4) Given the product [CH2:29]([N:21]([CH2:19][CH3:20])[C:22](=[O:28])[O:23][CH2:24][N:25]1[CH:13]=[C:12]([C:10]2[C:9](=[O:14])[N:8]([CH:15]([CH3:16])[CH3:17])[C:6]3[N:7]=[C:2]([NH2:1])[N:3]=[C:4]([CH3:18])[C:5]=3[CH:11]=2)[N:27]=[N:26]1)[CH3:30], predict the reactants needed to synthesize it. The reactants are: [NH2:1][C:2]1[N:3]=[C:4]([CH3:18])[C:5]2[CH:11]=[C:10]([C:12]#[CH:13])[C:9](=[O:14])[N:8]([CH:15]([CH3:17])[CH3:16])[C:6]=2[N:7]=1.[CH2:19]([N:21]([CH2:29][CH3:30])[C:22](=[O:28])[O:23][CH2:24][N:25]=[N+:26]=[N-:27])[CH3:20]. (5) Given the product [OH:8][C:7]1[C:6]2[C:5]3[CH2:12][CH:13]([CH2:16][C:17]([O:19][CH2:20][CH3:21])=[O:18])[CH2:14][CH2:15][C:4]=3[S:3][C:2]=2[N:1]=[CH:22][N:24]=1, predict the reactants needed to synthesize it. The reactants are: [NH2:1][C:2]1[S:3][C:4]2[CH2:15][CH2:14][CH:13]([CH2:16][C:17]([O:19][CH2:20][CH3:21])=[O:18])[CH2:12][C:5]=2[C:6]=1[C:7](OCC)=[O:8].[CH:22]([NH2:24])=O. (6) Given the product [F:19][C:14]1[CH:15]=[C:16]2[C:11](=[CH:12][C:13]=1[F:20])[N:10]=[C:9]([NH:8][CH2:7][C@H:2]1[N:3]([C:31]([C:21]3[C:30]4[C:25](=[CH:26][CH:27]=[CH:28][CH:29]=4)[CH:24]=[CH:23][CH:22]=3)=[O:32])[CH2:4][C@@H:5]3[C@H:1]1[CH2:6]3)[CH:18]=[N:17]2, predict the reactants needed to synthesize it. The reactants are: [C@@H:1]12[CH2:6][C@@H:5]1[CH2:4][NH:3][C@@H:2]2[CH2:7][NH:8][C:9]1[CH:18]=[N:17][C:16]2[C:11](=[CH:12][C:13]([F:20])=[C:14]([F:19])[CH:15]=2)[N:10]=1.[C:21]1([C:31](O)=[O:32])[C:30]2[C:25](=[CH:26][CH:27]=[CH:28][CH:29]=2)[CH:24]=[CH:23][CH:22]=1.